From a dataset of NCI-60 drug combinations with 297,098 pairs across 59 cell lines. Regression. Given two drug SMILES strings and cell line genomic features, predict the synergy score measuring deviation from expected non-interaction effect. (1) Drug 1: CN(CCCl)CCCl.Cl. Drug 2: CC1=C(C(=O)C2=C(C1=O)N3CC4C(C3(C2COC(=O)N)OC)N4)N. Cell line: TK-10. Synergy scores: CSS=20.9, Synergy_ZIP=-8.99, Synergy_Bliss=-1.79, Synergy_Loewe=-3.24, Synergy_HSA=-1.03. (2) Synergy scores: CSS=-7.44, Synergy_ZIP=3.09, Synergy_Bliss=-1.53, Synergy_Loewe=-6.70, Synergy_HSA=-6.23. Cell line: HT29. Drug 2: N.N.Cl[Pt+2]Cl. Drug 1: C1CCN(CC1)CCOC2=CC=C(C=C2)C(=O)C3=C(SC4=C3C=CC(=C4)O)C5=CC=C(C=C5)O.